This data is from Reaction yield outcomes from USPTO patents with 853,638 reactions. The task is: Predict the reaction yield, written as a fraction of the theoretical maximum amount of product (1.0 means a 100% yield; for example, 0.34 means a 34% yield). (1) The reactants are Br[C:2]1[CH:3]=[C:4]2[C:9](=[N:10][CH:11]=1)[NH:8][C:7](=[O:12])[CH2:6][CH2:5]2.[C:13]([O:17][CH2:18][CH3:19])(=[O:16])[CH:14]=[CH2:15].C1(C)C=CC=CC=1P(C1C=CC=CC=1C)C1C=CC=CC=1C.C(N(C(C)C)CC)(C)C. The catalyst is C(#N)CC.CN(C=O)C.CC([O-])=O.CC([O-])=O.[Pd+2]. The product is [O:12]=[C:7]1[NH:8][C:9]2[N:10]=[CH:11][C:2](/[CH:15]=[CH:14]/[C:13]([O:17][CH2:18][CH3:19])=[O:16])=[CH:3][C:4]=2[CH2:5][CH2:6]1. The yield is 0.590. (2) The reactants are C[O:2][C:3](=[O:34])[CH2:4][C@@H:5]([N:17]1[CH2:25][C:24]2[C:19](=[C:20]([NH:27][C:28]([CH:30]3[CH2:32][CH2:31]3)=[O:29])[CH:21]=[CH:22][C:23]=2[Cl:26])[C:18]1=[O:33])[C:6]1[CH:11]=[CH:10][C:9]([O:12][CH3:13])=[C:8]([O:14][CH2:15][CH3:16])[CH:7]=1.[OH-].[Na+].O. The catalyst is C1COCC1. The product is [Cl:26][C:23]1[CH:22]=[CH:21][C:20]([NH:27][C:28]([CH:30]2[CH2:31][CH2:32]2)=[O:29])=[C:19]2[C:24]=1[CH2:25][N:17]([C@@H:5]([C:6]1[CH:11]=[CH:10][C:9]([O:12][CH3:13])=[C:8]([O:14][CH2:15][CH3:16])[CH:7]=1)[CH2:4][C:3]([OH:34])=[O:2])[C:18]2=[O:33]. The yield is 0.990.